From a dataset of NCI-60 drug combinations with 297,098 pairs across 59 cell lines. Regression. Given two drug SMILES strings and cell line genomic features, predict the synergy score measuring deviation from expected non-interaction effect. (1) Drug 1: C1=CC(=C2C(=C1NCCNCCO)C(=O)C3=C(C=CC(=C3C2=O)O)O)NCCNCCO. Drug 2: CC1=C(C(=CC=C1)Cl)NC(=O)C2=CN=C(S2)NC3=CC(=NC(=N3)C)N4CCN(CC4)CCO. Cell line: MDA-MB-435. Synergy scores: CSS=19.3, Synergy_ZIP=2.35, Synergy_Bliss=9.76, Synergy_Loewe=3.40, Synergy_HSA=3.39. (2) Drug 1: CCCCC(=O)OCC(=O)C1(CC(C2=C(C1)C(=C3C(=C2O)C(=O)C4=C(C3=O)C=CC=C4OC)O)OC5CC(C(C(O5)C)O)NC(=O)C(F)(F)F)O. Drug 2: COC1=C2C(=CC3=C1OC=C3)C=CC(=O)O2. Cell line: SF-295. Synergy scores: CSS=69.1, Synergy_ZIP=14.4, Synergy_Bliss=12.6, Synergy_Loewe=11.4, Synergy_HSA=12.3. (3) Drug 1: CC1=C2C(C(=O)C3(C(CC4C(C3C(C(C2(C)C)(CC1OC(=O)C(C(C5=CC=CC=C5)NC(=O)OC(C)(C)C)O)O)OC(=O)C6=CC=CC=C6)(CO4)OC(=O)C)OC)C)OC. Drug 2: C1=CC=C(C(=C1)C(C2=CC=C(C=C2)Cl)C(Cl)Cl)Cl. Cell line: SF-268. Synergy scores: CSS=43.9, Synergy_ZIP=9.31, Synergy_Bliss=11.2, Synergy_Loewe=-19.1, Synergy_HSA=11.2. (4) Drug 1: C1CN1C2=NC(=NC(=N2)N3CC3)N4CC4. Drug 2: CC1=CC2C(CCC3(C2CCC3(C(=O)C)OC(=O)C)C)C4(C1=CC(=O)CC4)C. Cell line: NCI-H522. Synergy scores: CSS=35.3, Synergy_ZIP=-8.86, Synergy_Bliss=-1.93, Synergy_Loewe=-4.36, Synergy_HSA=0.942. (5) Drug 1: C1CCC(C1)C(CC#N)N2C=C(C=N2)C3=C4C=CNC4=NC=N3. Drug 2: C1=CN(C(=O)N=C1N)C2C(C(C(O2)CO)O)O.Cl. Cell line: UACC-257. Synergy scores: CSS=-0.522, Synergy_ZIP=0.329, Synergy_Bliss=1.55, Synergy_Loewe=-6.20, Synergy_HSA=-1.99. (6) Drug 1: C1=NC2=C(N=C(N=C2N1C3C(C(C(O3)CO)O)F)Cl)N. Drug 2: CS(=O)(=O)OCCCCOS(=O)(=O)C. Cell line: CAKI-1. Synergy scores: CSS=3.84, Synergy_ZIP=5.02, Synergy_Bliss=15.6, Synergy_Loewe=3.50, Synergy_HSA=4.36. (7) Drug 1: CC1=C(C=C(C=C1)NC2=NC=CC(=N2)N(C)C3=CC4=NN(C(=C4C=C3)C)C)S(=O)(=O)N.Cl. Drug 2: CC12CCC(CC1=CCC3C2CCC4(C3CC=C4C5=CN=CC=C5)C)O. Cell line: NCI/ADR-RES. Synergy scores: CSS=9.12, Synergy_ZIP=-1.77, Synergy_Bliss=3.43, Synergy_Loewe=-2.75, Synergy_HSA=1.77. (8) Drug 1: CC1=C(C=C(C=C1)NC2=NC=CC(=N2)N(C)C3=CC4=NN(C(=C4C=C3)C)C)S(=O)(=O)N.Cl. Drug 2: C1=NC(=NC(=O)N1C2C(C(C(O2)CO)O)O)N. Cell line: NCI-H522. Synergy scores: CSS=7.46, Synergy_ZIP=-1.14, Synergy_Bliss=4.40, Synergy_Loewe=1.52, Synergy_HSA=3.94.